Dataset: Full USPTO retrosynthesis dataset with 1.9M reactions from patents (1976-2016). Task: Predict the reactants needed to synthesize the given product. (1) Given the product [C:1]([O:5][C:6]([N:8]1[CH2:13][CH2:12][N:11]([CH2:14][CH2:15][S:37][C:35]2[NH:36][C:32]3[CH:31]=[C:30]([F:29])[C:39]([F:40])=[CH:38][C:33]=3[N:34]=2)[CH2:10][CH2:9]1)=[O:7])([CH3:4])([CH3:3])[CH3:2], predict the reactants needed to synthesize it. The reactants are: [C:1]([O:5][C:6]([N:8]1[CH2:13][CH2:12][N:11]([CH2:14][CH2:15]O)[CH2:10][CH2:9]1)=[O:7])([CH3:4])([CH3:3])[CH3:2].C(N(CC)CC)C.CS(Cl)(=O)=O.[F:29][C:30]1[C:39]([F:40])=[CH:38][C:33]2[N:34]=[C:35]([SH:37])[NH:36][C:32]=2[CH:31]=1.C(=O)([O-])[O-].[K+].[K+].C1OCCOCCOCCOCCOCCOC1. (2) The reactants are: [H-].[Na+].[CH:3]1([OH:8])[CH2:7][CH2:6][CH2:5][CH2:4]1.Br[C:10]1[C:15]([O:16][CH3:17])=[CH:14][CH:13]=[C:12]([I:18])[N:11]=1. Given the product [CH:3]1([O:8][C:10]2[C:15]([O:16][CH3:17])=[CH:14][CH:13]=[C:12]([I:18])[N:11]=2)[CH2:7][CH2:6][CH2:5][CH2:4]1, predict the reactants needed to synthesize it. (3) Given the product [C:2]([C:7]1[O:11][C:10]([CH2:12][N:13]2[CH:17]=[CH:16][C:15]([NH:18][C:32]([C:27]3[N:28]=[C:29]([CH3:31])[O:30][C:26]=3[C:22]3[CH:23]=[CH:24][CH:25]=[C:20]([F:19])[CH:21]=3)=[O:33])=[N:14]2)=[CH:9][CH:8]=1)(=[O:6])[CH3:1], predict the reactants needed to synthesize it. The reactants are: [CH3:1][C:2]1([C:7]2[O:11][C:10]([CH2:12][N:13]3[CH:17]=[CH:16][C:15]([NH2:18])=[N:14]3)=[CH:9][CH:8]=2)[O:6]CCO1.[F:19][C:20]1[CH:21]=[C:22]([C:26]2[O:30][C:29]([CH3:31])=[N:28][C:27]=2[C:32](O)=[O:33])[CH:23]=[CH:24][CH:25]=1. (4) The reactants are: [C:1](Cl)(=[O:3])[CH3:2].[NH2:5][C:6](=[N:27]O)[C:7]1[CH:12]=[CH:11][C:10]([C:13]2[CH:14]=[CH:15][CH:16]=[C:17]3[C:22]=2[CH:21]=[C:20]([C:23]([O:25][CH3:26])=[O:24])[CH:19]=[CH:18]3)=[CH:9][CH:8]=1. Given the product [CH3:2][C:1]1[O:3][N:27]=[C:6]([C:7]2[CH:8]=[CH:9][C:10]([C:13]3[CH:14]=[CH:15][CH:16]=[C:17]4[C:22]=3[CH:21]=[C:20]([C:23]([O:25][CH3:26])=[O:24])[CH:19]=[CH:18]4)=[CH:11][CH:12]=2)[N:5]=1, predict the reactants needed to synthesize it. (5) Given the product [C:1]([C:4]1[C:12]2[C:7](=[C:8]([CH3:17])[N:9]=[CH:10][CH:11]=2)[N:6]([CH2:13][C:14]([OH:16])=[O:15])[N:5]=1)(=[O:3])[NH2:2], predict the reactants needed to synthesize it. The reactants are: [C:1]([C:4]1[C:12]2[C:7](=[CH:8][N:9]=[CH:10][CH:11]=2)[N:6]([CH2:13][C:14]([OH:16])=[O:15])[N:5]=1)(=[O:3])[NH2:2].[CH3:17]C1N=CC=C2C=NNC=12. (6) Given the product [ClH:1].[ClH:1].[Br:30][C:20]1[C:19]2[C:24](=[CH:25][C:16]([S:13]([N:7]([CH2:8][CH2:9][N:10]([CH3:12])[CH3:11])[C:6]3([C:34]([OH:36])=[O:35])[CH2:31][CH2:32][CH2:33][CH2:5]3)(=[O:14])=[O:15])=[CH:17][CH:18]=2)[C:23]([NH:26][C:27]([NH2:29])=[NH:28])=[N:22][CH:21]=1, predict the reactants needed to synthesize it. The reactants are: [ClH:1].Cl.C([CH:5]1[CH2:33][CH2:32][CH2:31][C:6]1([C:34]([OH:36])=[O:35])[N:7]([S:13]([C:16]1[CH:25]=[C:24]2[C:19]([C:20]([Br:30])=[CH:21][N:22]=[C:23]2[NH:26][C:27]([NH2:29])=[NH:28])=[CH:18][CH:17]=1)(=[O:15])=[O:14])[CH2:8][CH2:9][N:10]([CH3:12])[CH3:11])C.[OH-].[Na+].Cl. (7) Given the product [CH3:1][C:2]([CH3:17])([CH3:16])[C@@H:3]([C:9]([OH:11])=[O:10])[NH:4][S:5]([CH3:8])(=[O:7])=[O:6], predict the reactants needed to synthesize it. The reactants are: [CH3:1][C:2]([CH3:17])([CH3:16])[C@@H:3]([C:9]([O:11]C(C)(C)C)=[O:10])[NH:4][S:5]([CH3:8])(=[O:7])=[O:6]. (8) Given the product [OH:2][C:3]1[CH:4]=[C:5]([C:10]([C@@H:12]2[C@:21]3([CH3:22])[C@H:16]([C:17]([CH3:24])([CH3:23])[CH2:18][CH2:19][CH2:20]3)[CH2:15][C:14](=[O:25])[C@H:13]2[CH3:26])=[O:11])[CH:6]=[C:7]([CH3:9])[CH:8]=1, predict the reactants needed to synthesize it. The reactants are: C[O:2][C:3]1[CH:4]=[C:5]([C:10]([C@@H:12]2[C@:21]3([CH3:22])[C@H:16]([C:17]([CH3:24])([CH3:23])[CH2:18][CH2:19][CH2:20]3)[CH2:15][C:14](=[O:25])[C@@H:13]2[CH3:26])=[O:11])[CH:6]=[C:7]([CH3:9])[CH:8]=1. (9) Given the product [C:53]([C:55]1[CH:60]=[CH:59][CH:58]=[CH:57][C:56]=1[C:61]1[CH:66]=[CH:65][CH:64]=[C:63]([NH:67][C:24]([C:19]2[C:20](=[O:23])[O:21][C:22]3[C:17]([CH:18]=2)=[CH:16][CH:15]=[CH:14][C:13]=3[O:12][C:11]([F:10])([F:28])[F:27])=[O:26])[CH:62]=1)#[N:54], predict the reactants needed to synthesize it. The reactants are: CCN(C(C)C)C(C)C.[F:10][C:11]([F:28])([F:27])[O:12][C:13]1[CH:14]=[CH:15][CH:16]=[C:17]2[C:22]=1[O:21][C:20](=[O:23])[C:19]([C:24]([OH:26])=O)=[CH:18]2.CN(C(ON1N=NC2C=CC=NC1=2)=[N+](C)C)C.F[P-](F)(F)(F)(F)F.[C:53]([C:55]1[CH:60]=[CH:59][CH:58]=[CH:57][C:56]=1[C:61]1[CH:66]=[CH:65][CH:64]=[C:63]([NH2:67])[CH:62]=1)#[N:54].